This data is from Full USPTO retrosynthesis dataset with 1.9M reactions from patents (1976-2016). The task is: Predict the reactants needed to synthesize the given product. (1) Given the product [F:44][CH:2]([F:1])[C:3]1[N:7]([C:8]2[N:13]=[C:12]([N:14]3[CH2:19][CH2:18][O:17][CH2:16][CH2:15]3)[N:11]=[C:10]([N:20]([CH2:34][CH2:35][CH2:36][N:47]([CH3:48])[CH3:46])[CH:21]3[CH2:26][CH2:25][CH2:24][N:23]([C:27]([O:29][C:30]([CH3:33])([CH3:32])[CH3:31])=[O:28])[CH2:22]3)[N:9]=2)[C:6]2[CH:38]=[CH:39][CH:40]=[C:41]([O:42][CH3:43])[C:5]=2[N:4]=1, predict the reactants needed to synthesize it. The reactants are: [F:1][CH:2]([F:44])[C:3]1[N:7]([C:8]2[N:13]=[C:12]([N:14]3[CH2:19][CH2:18][O:17][CH2:16][CH2:15]3)[N:11]=[C:10]([N:20]([CH2:34][CH2:35][CH2:36]O)[CH:21]3[CH2:26][CH2:25][CH2:24][N:23]([C:27]([O:29][C:30]([CH3:33])([CH3:32])[CH3:31])=[O:28])[CH2:22]3)[N:9]=2)[C:6]2[CH:38]=[CH:39][CH:40]=[C:41]([O:42][CH3:43])[C:5]=2[N:4]=1.C[CH2:46][N:47](CC)[CH2:48]C.CS(Cl)(=O)=O.CNC. (2) Given the product [CH3:25][O:24][C:22]([CH2:21][CH:15]1[CH2:16][CH2:17][CH2:18][CH2:19][CH2:20][CH:14]1[N:11]1[CH2:10][CH2:9][NH:8][CH2:13][CH2:12]1)=[O:23], predict the reactants needed to synthesize it. The reactants are: C([N:8]1[CH2:13][CH2:12][N:11]([CH:14]2[CH2:20][CH2:19][CH2:18][CH2:17][CH2:16][CH:15]2[CH2:21][C:22]([O:24][CH3:25])=[O:23])[CH2:10][CH2:9]1)C1C=CC=CC=1. (3) Given the product [OH:15][N:14]=[CH:6][C:5]1[CH:8]=[CH:9][C:2]([CH3:1])=[C:3]([N+:10]([O-:12])=[O:11])[CH:4]=1, predict the reactants needed to synthesize it. The reactants are: [CH3:1][C:2]1[CH:9]=[CH:8][C:5]([CH:6]=O)=[CH:4][C:3]=1[N+:10]([O-:12])=[O:11].Cl.[NH2:14][OH:15].C(O)C.C([O-])(=O)C.[Na+].